The task is: Predict the reactants needed to synthesize the given product.. This data is from Full USPTO retrosynthesis dataset with 1.9M reactions from patents (1976-2016). (1) The reactants are: [F:1][C:2]1[CH:17]=[C:16]([CH:18]=O)[CH:15]=[CH:14][C:3]=1[O:4][C:5]1[N:6]=[CH:7][C:8]([C:11]([NH2:13])=[O:12])=[N:9][CH:10]=1.[F:20][C:21]1[CH:29]=[CH:28][C:24]([CH2:25][CH2:26][NH2:27])=[CH:23][CH:22]=1.[BH4-].[Na+]. Given the product [F:1][C:2]1[CH:17]=[C:16]([CH2:18][NH:27][CH2:26][CH2:25][C:24]2[CH:28]=[CH:29][C:21]([F:20])=[CH:22][CH:23]=2)[CH:15]=[CH:14][C:3]=1[O:4][C:5]1[N:6]=[CH:7][C:8]([C:11]([NH2:13])=[O:12])=[N:9][CH:10]=1, predict the reactants needed to synthesize it. (2) Given the product [CH3:4][O:5][C:6]1[CH:15]=[C:14]([CH:16]([CH3:18])[CH3:17])[C:13]([C:2]#[N:3])=[CH:12][C:7]=1[C:8]([O:10][CH3:11])=[O:9], predict the reactants needed to synthesize it. The reactants are: [Cu][C:2]#[N:3].[CH3:4][O:5][C:6]1[CH:15]=[C:14]([CH:16]([CH3:18])[CH3:17])[C:13](Br)=[CH:12][C:7]=1[C:8]([O:10][CH3:11])=[O:9].C(OCC)(=O)C. (3) Given the product [OH:1][C:2]1[CH:7]=[CH:6][C:5]([C:8]2[CH:9]=[CH:10][C:11]([CH:17]=[N:20][OH:21])=[C:12]3[C:16]=2[O:15][CH:14]=[CH:13]3)=[CH:4][CH:3]=1, predict the reactants needed to synthesize it. The reactants are: [OH:1][C:2]1[CH:7]=[CH:6][C:5]([C:8]2[CH:9]=[CH:10][C:11]([CH:17]=O)=[C:12]3[C:16]=2[O:15][CH:14]=[CH:13]3)=[CH:4][CH:3]=1.Cl.[NH2:20][OH:21].CO.N1C=CC=CC=1. (4) Given the product [Cl:23][C:2]1[CH:11]=[C:10]([NH:12][C:13]2[CH:18]=[CH:17][C:16]([Cl:19])=[C:15]([Cl:20])[CH:14]=2)[C:9]2[C:4](=[CH:5][CH:6]=[CH:7][CH:8]=2)[N:3]=1, predict the reactants needed to synthesize it. The reactants are: O[C:2]1[CH:11]=[C:10]([NH:12][C:13]2[CH:18]=[CH:17][C:16]([Cl:19])=[C:15]([Cl:20])[CH:14]=2)[C:9]2[C:4](=[CH:5][CH:6]=[CH:7][CH:8]=2)[N:3]=1.O=P(Cl)(Cl)[Cl:23]. (5) Given the product [O:24]1[CH2:27][CH:26]([O:28]/[N:29]=[C:21](/[C:18]2[N:17]=[C:16]3[N:12]([CH2:11][C:7]4[CH:6]=[C:5]5[C:10](=[CH:9][CH:8]=4)[N:1]=[CH:2][CH:3]=[CH:4]5)[N:13]=[N:14][C:15]3=[N:20][CH:19]=2)\[CH3:22])[CH2:25]1, predict the reactants needed to synthesize it. The reactants are: [N:1]1[C:10]2[C:5](=[CH:6][C:7]([CH2:11][N:12]3[C:16]4=[N:17][C:18]([C:21](=O)[CH3:22])=[CH:19][N:20]=[C:15]4[N:14]=[N:13]3)=[CH:8][CH:9]=2)[CH:4]=[CH:3][CH:2]=1.[O:24]1[CH2:27][CH:26]([O:28][NH2:29])[CH2:25]1. (6) Given the product [C:18]1([C:12]2[CH:17]=[CH:16][CH:15]=[CH:14][N:13]=2)[CH:23]=[CH:22][CH:21]=[CH:20][CH:19]=1, predict the reactants needed to synthesize it. The reactants are: P(Cl)(C(C)(C)C)C(C)(C)C.Cl[C:12]1[CH:17]=[CH:16][CH:15]=[CH:14][N:13]=1.[C:18]1(B(O)O)[CH:23]=[CH:22][CH:21]=[CH:20][CH:19]=1.[OH-].[K+].